This data is from Reaction yield outcomes from USPTO patents with 853,638 reactions. The task is: Predict the reaction yield, written as a fraction of the theoretical maximum amount of product (1.0 means a 100% yield; for example, 0.34 means a 34% yield). (1) The reactants are Br[C:2]1[CH:3]=[C:4]2[C:8](=[CH:9][C:10]=1[Cl:11])[NH:7][N:6]=[C:5]2[C:12]([OH:14])=[O:13].[CH2:15]([O:17][C:18]1[CH:23]=[CH:22][C:21](B(O)O)=[CH:20][CH:19]=1)[CH3:16].C(=O)([O-])[O-].[K+].[K+]. The catalyst is C1(C)C=CC=CC=1.CCO.C1C=CC(P(C2C=CC=CC=2)[C-]2C=CC=C2)=CC=1.C1C=CC(P(C2C=CC=CC=2)[C-]2C=CC=C2)=CC=1.Cl[Pd]Cl.[Fe+2].ClCCl. The product is [Cl:11][C:10]1[CH:9]=[C:8]2[C:4]([C:5]([C:12]([OH:14])=[O:13])=[N:6][NH:7]2)=[CH:3][C:2]=1[C:21]1[CH:22]=[CH:23][C:18]([O:17][CH2:15][CH3:16])=[CH:19][CH:20]=1. The yield is 0.0500. (2) The reactants are [CH:1]1([S:4]([NH:7][CH:8]2[CH2:12][CH:11](C(O)=O)[CH:10]([CH3:16])[CH2:9]2)(=[O:6])=[O:5])[CH2:3][CH2:2]1.C1C=CC(P([N:31]=[N+]=[N-])(C2C=CC=CC=2)=O)=CC=1.C[C:35]([OH:38])(C)C. No catalyst specified. The product is [N:31]([CH:11]1[CH:10]([CH3:16])[CH2:9][CH:8]([NH:7][S:4]([CH:1]2[CH2:2][CH2:3]2)(=[O:5])=[O:6])[CH2:12]1)=[C:35]=[O:38]. The yield is 0.800. (3) The reactants are [Si:1]([O:18][CH2:19][C@H:20]([NH:23][S:24]([CH3:27])(=[O:26])=[O:25])[CH2:21]Cl)([C:14]([CH3:17])([CH3:16])[CH3:15])([C:8]1[CH:13]=[CH:12][CH:11]=[CH:10][CH:9]=1)[C:2]1[CH:7]=[CH:6][CH:5]=[CH:4][CH:3]=1.[Li+].CC([N-]C(C)C)C.Cl. The catalyst is C1COCC1. The product is [Si:1]([O:18][CH2:19][C@H:20]1[CH2:21][CH2:27][S:24](=[O:26])(=[O:25])[NH:23]1)([C:14]([CH3:17])([CH3:16])[CH3:15])([C:8]1[CH:13]=[CH:12][CH:11]=[CH:10][CH:9]=1)[C:2]1[CH:7]=[CH:6][CH:5]=[CH:4][CH:3]=1. The yield is 0.590. (4) The reactants are C(O)(C(F)(F)F)=O.[NH2:8][C:9](=[O:46])[CH2:10][C:11]1[CH:45]=[CH:44][CH:43]=[CH:42][C:12]=1[CH2:13][CH2:14][C:15]1[C:20]([CH3:21])=[CH:19][N:18]=[C:17]([NH:22][C:23]2[CH:28]=[CH:27][C:26]([CH:29]3[CH2:34][CH2:33][N:32](C(OC(C)(C)C)=O)[CH2:31][CH2:30]3)=[CH:25][CH:24]=2)[N:16]=1. The catalyst is C(Cl)Cl. The product is [CH3:21][C:20]1[C:15]([CH2:14][CH2:13][C:12]2[CH:42]=[CH:43][CH:44]=[CH:45][C:11]=2[CH2:10][C:9]([NH2:8])=[O:46])=[N:16][C:17]([NH:22][C:23]2[CH:28]=[CH:27][C:26]([CH:29]3[CH2:34][CH2:33][NH:32][CH2:31][CH2:30]3)=[CH:25][CH:24]=2)=[N:18][CH:19]=1. The yield is 0.690. (5) The reactants are Cl[C:2]1[N:7]=[C:6]([C:8]2[S:12][C:11]([N:13]3[CH2:18][CH2:17][O:16][CH2:15][CH2:14]3)=[N:10][C:9]=2[C:19]2[C:20]([F:37])=[C:21]([NH:25][S:26]([C:29]3[CH:34]=[C:33]([F:35])[CH:32]=[CH:31][C:30]=3[F:36])(=[O:28])=[O:27])[CH:22]=[CH:23][CH:24]=2)[CH:5]=[CH:4][N:3]=1.[NH3:38].CO. No catalyst specified. The product is [NH2:38][C:2]1[N:7]=[C:6]([C:8]2[S:12][C:11]([N:13]3[CH2:18][CH2:17][O:16][CH2:15][CH2:14]3)=[N:10][C:9]=2[C:19]2[C:20]([F:37])=[C:21]([NH:25][S:26]([C:29]3[CH:34]=[C:33]([F:35])[CH:32]=[CH:31][C:30]=3[F:36])(=[O:28])=[O:27])[CH:22]=[CH:23][CH:24]=2)[CH:5]=[CH:4][N:3]=1. The yield is 0.270. (6) The reactants are [CH:1]1([O:6][C:7]2[CH:12]=[CH:11][C:10]([N+:13]([O-])=O)=[CH:9][N:8]=2)[CH2:5][CH2:4][CH2:3][CH2:2]1. The catalyst is CO.[Pd]. The product is [CH:1]1([O:6][C:7]2[N:8]=[CH:9][C:10]([NH2:13])=[CH:11][CH:12]=2)[CH2:2][CH2:3][CH2:4][CH2:5]1. The yield is 0.940. (7) The reactants are [Br:1][C:2]1[C:7]([N+:8]([O-])=O)=[C:6]([N:11]2[CH2:16][CH2:15][CH:14]([C:17]([N:19]3[CH2:24][CH2:23][N:22]([CH3:25])[CH2:21][CH2:20]3)=[O:18])[CH2:13][CH2:12]2)[C:5]([F:26])=[CH:4][N:3]=1.CCOC(C)=O.C(O)C. The catalyst is CO.[OH-].[OH-].[Pd+2]. The product is [BrH:1].[NH2:8][C:7]1[CH:2]=[N:3][CH:4]=[C:5]([F:26])[C:6]=1[N:11]1[CH2:12][CH2:13][CH:14]([C:17]([N:19]2[CH2:20][CH2:21][N:22]([CH3:25])[CH2:23][CH2:24]2)=[O:18])[CH2:15][CH2:16]1. The yield is 0.790.